Predict the reactants needed to synthesize the given product. From a dataset of Full USPTO retrosynthesis dataset with 1.9M reactions from patents (1976-2016). (1) Given the product [Cl:1][C:2]1[CH:3]=[N:4][C:5]([N:8]2[CH2:13][CH2:12][CH:11]([N:14]([CH:15]3[CH2:17][CH2:16]3)[C:28](=[O:29])[C:27]3[CH:31]=[CH:32][C:24]([N:23]4[C:19]([CH3:18])=[N:20][N:21]=[N:22]4)=[CH:25][CH:26]=3)[CH2:10][CH2:9]2)=[N:6][CH:7]=1, predict the reactants needed to synthesize it. The reactants are: [Cl:1][C:2]1[CH:3]=[N:4][C:5]([N:8]2[CH2:13][CH2:12][CH:11]([NH:14][CH:15]3[CH2:17][CH2:16]3)[CH2:10][CH2:9]2)=[N:6][CH:7]=1.[CH3:18][C:19]1[N:23]([C:24]2[CH:32]=[CH:31][C:27]([C:28](O)=[O:29])=[CH:26][CH:25]=2)[N:22]=[N:21][N:20]=1. (2) Given the product [CH3:11][O:12][C:13]([C:15]1[CH:19]=[C:18]([O:20][C:2]2[CH:7]=[CH:6][CH:5]=[CH:4][C:3]=2[N+:8]([O-:10])=[O:9])[N:17]([C:21]2[CH:26]=[CH:25][CH:24]=[CH:23][CH:22]=2)[N:16]=1)=[O:14], predict the reactants needed to synthesize it. The reactants are: F[C:2]1[CH:7]=[CH:6][CH:5]=[CH:4][C:3]=1[N+:8]([O-:10])=[O:9].[CH3:11][O:12][C:13]([C:15]1[CH2:19][C:18](=[O:20])[N:17]([C:21]2[CH:26]=[CH:25][CH:24]=[CH:23][CH:22]=2)[N:16]=1)=[O:14].C(=O)([O-])[O-].[K+].[K+].O. (3) Given the product [CH3:1][O:2][C:3]1[CH:8]=[C:7]([CH:6]=[CH:5][C:4]=1[C:12]1[CH:17]=[CH:16][CH:15]=[CH:14][N:13]=1)[NH2:9], predict the reactants needed to synthesize it. The reactants are: [CH3:1][O:2][C:3]1[CH:8]=[C:7]([N+:9]([O-])=O)[CH:6]=[CH:5][C:4]=1[C:12]1[CH:17]=[CH:16][CH:15]=[CH:14][N:13]=1.CNNC.C. (4) Given the product [CH2:8]([O:7][P:5]([O:11][CH2:12][CH2:13][C:14]([CH3:28])([CH3:27])[C:15]([OH:17])=[O:16])([O:4][CH2:1][CH:2]=[CH2:3])=[O:6])[CH:9]=[CH2:10], predict the reactants needed to synthesize it. The reactants are: [CH2:1]([O:4][P:5]([O:11][CH2:12][CH2:13][C:14]([CH3:28])([CH3:27])[C:15]([O:17]CC1C=CC(OC)=CC=1)=[O:16])([O:7][CH2:8][CH:9]=[CH2:10])=[O:6])[CH:2]=[CH2:3].C1(OC)C=CC=CC=1.FC(F)(F)C(O)=O. (5) Given the product [Br:1][C:2]1[CH:7]=[CH:6][C:5]([F:8])=[CH:4][C:3]=1[CH2:9][CH2:10][NH:11][C:19](=[O:21])[CH3:20], predict the reactants needed to synthesize it. The reactants are: [Br:1][C:2]1[CH:7]=[CH:6][C:5]([F:8])=[CH:4][C:3]=1[CH2:9][CH2:10][NH2:11].C(N(CC)CC)C.[C:19](Cl)(=[O:21])[CH3:20].[OH-].[Na+]. (6) Given the product [F:1][C:2]1[CH:9]=[CH:8][C:7]([CH2:10][C:11]2[C:19]3[C:14](=[CH:15][CH:16]=[CH:17][CH:18]=3)[C:13](=[O:12])[NH:25][N:24]=2)=[CH:6][C:3]=1[C:4]([OH:23])=[O:21], predict the reactants needed to synthesize it. The reactants are: [F:1][C:2]1[CH:9]=[CH:8][C:7]([CH:10]=[C:11]2[C:19]3[C:14](=[CH:15][CH:16]=[CH:17][CH:18]=3)[C:13](=O)[O:12]2)=[CH:6][C:3]=1[C:4]#N.[OH-:21].[Na+].[OH2:23].[NH2:24][NH2:25].Cl. (7) Given the product [CH2:41]([O:40][C:38](=[O:39])[C@H:36]([N:13]1[C:14](=[O:15])[CH:16]=[CH:10][CH2:9][O:12]1)[CH3:37])[C:42]1[CH:47]=[CH:46][CH:45]=[CH:44][CH:43]=1, predict the reactants needed to synthesize it. The reactants are: FC(F)(F)S([O-])(=O)=O.[CH2:9]([O:12][N:13]([C@@H:36]([C:38]([O:40][CH2:41][C:42]1[CH:47]=[CH:46][CH:45]=[CH:44][CH:43]=1)=[O:39])[CH3:37])[C:14]([CH2:16][P+](C1C=CC=CC=1)(C1C=CC=CC=1)C1C=CC=CC=1)=[O:15])[CH:10]=C.O=[O+][O-].S(C)C.C([O-])([O-])=O.[K+].[K+]. (8) Given the product [CH3:20][N:21]1[CH2:26][CH2:25][N:24]([C:5]2[C:18]3[O:17][CH2:16][C:15]4[C:10](=[CH:11][CH:12]=[CH:13][CH:14]=4)[C:9]=3[N:8]=[C:7]([NH2:19])[N:6]=2)[CH2:23][CH2:22]1, predict the reactants needed to synthesize it. The reactants are: CS([C:5]1[C:18]2[O:17][CH2:16][C:15]3[C:10](=[CH:11][CH:12]=[CH:13][CH:14]=3)[C:9]=2[N:8]=[C:7]([NH2:19])[N:6]=1)(=O)=O.[CH3:20][N:21]1[CH2:26][CH2:25][NH:24][CH2:23][CH2:22]1. (9) Given the product [C:1]1([C:7]2[O:8][C:9]3[CH:15]=[CH:14][C:13]([NH:16][S:26]([CH2:23][CH2:24][CH3:25])(=[O:28])=[O:27])=[CH:12][C:10]=3[N:11]=2)[CH:2]=[CH:3][CH:4]=[CH:5][CH:6]=1, predict the reactants needed to synthesize it. The reactants are: [C:1]1([C:7]2[O:8][C:9]3[CH:15]=[CH:14][C:13]([NH2:16])=[CH:12][C:10]=3[N:11]=2)[CH:6]=[CH:5][CH:4]=[CH:3][CH:2]=1.N1C=CC=CC=1.[CH2:23]([S:26](Cl)(=[O:28])=[O:27])[CH2:24][CH3:25]. (10) The reactants are: [Cl:1][C:2]1[CH:7]=[CH:6][C:5]([C:8]#[C:9][Si](C)(C)C)=[C:4]([F:14])[CH:3]=1.CCCC[N+](CCCC)(CCCC)CCCC.[F-]. Given the product [Cl:1][C:2]1[CH:7]=[CH:6][C:5]([C:8]#[CH:9])=[C:4]([F:14])[CH:3]=1, predict the reactants needed to synthesize it.